Regression. Given two drug SMILES strings and cell line genomic features, predict the synergy score measuring deviation from expected non-interaction effect. From a dataset of NCI-60 drug combinations with 297,098 pairs across 59 cell lines. (1) Drug 1: CC=C1C(=O)NC(C(=O)OC2CC(=O)NC(C(=O)NC(CSSCCC=C2)C(=O)N1)C(C)C)C(C)C. Drug 2: CN(C(=O)NC(C=O)C(C(C(CO)O)O)O)N=O. Cell line: OVCAR-8. Synergy scores: CSS=28.7, Synergy_ZIP=5.07, Synergy_Bliss=10.1, Synergy_Loewe=-51.4, Synergy_HSA=2.44. (2) Drug 1: C1=CC(=C2C(=C1NCCNCCO)C(=O)C3=C(C=CC(=C3C2=O)O)O)NCCNCCO. Drug 2: CC1C(C(CC(O1)OC2CC(CC3=C2C(=C4C(=C3O)C(=O)C5=C(C4=O)C(=CC=C5)OC)O)(C(=O)CO)O)N)O.Cl. Cell line: SR. Synergy scores: CSS=57.5, Synergy_ZIP=-9.77, Synergy_Bliss=-16.0, Synergy_Loewe=-11.4, Synergy_HSA=-9.62. (3) Synergy scores: CSS=-4.76, Synergy_ZIP=-0.255, Synergy_Bliss=-2.58, Synergy_Loewe=-4.56, Synergy_HSA=-4.66. Drug 2: CCCCCOC(=O)NC1=NC(=O)N(C=C1F)C2C(C(C(O2)C)O)O. Cell line: HCT116. Drug 1: CC1=C(C=C(C=C1)NC2=NC=CC(=N2)N(C)C3=CC4=NN(C(=C4C=C3)C)C)S(=O)(=O)N.Cl. (4) Drug 1: C1=CN(C=N1)CC(O)(P(=O)(O)O)P(=O)(O)O. Drug 2: C(=O)(N)NO. Cell line: M14. Synergy scores: CSS=0.676, Synergy_ZIP=1.10, Synergy_Bliss=2.27, Synergy_Loewe=1.79, Synergy_HSA=-0.570. (5) Drug 1: C1C(C(OC1N2C=NC3=C(N=C(N=C32)Cl)N)CO)O. Drug 2: CC1=C(N=C(N=C1N)C(CC(=O)N)NCC(C(=O)N)N)C(=O)NC(C(C2=CN=CN2)OC3C(C(C(C(O3)CO)O)O)OC4C(C(C(C(O4)CO)O)OC(=O)N)O)C(=O)NC(C)C(C(C)C(=O)NC(C(C)O)C(=O)NCCC5=NC(=CS5)C6=NC(=CS6)C(=O)NCCC[S+](C)C)O. Cell line: HT29. Synergy scores: CSS=25.5, Synergy_ZIP=-7.58, Synergy_Bliss=-1.97, Synergy_Loewe=-2.46, Synergy_HSA=-3.81. (6) Drug 1: C1=NNC2=C1C(=O)NC=N2. Drug 2: C1CNP(=O)(OC1)N(CCCl)CCCl. Cell line: SR. Synergy scores: CSS=0.453, Synergy_ZIP=0.380, Synergy_Bliss=0.127, Synergy_Loewe=-0.453, Synergy_HSA=-0.494. (7) Synergy scores: CSS=37.9, Synergy_ZIP=-7.88, Synergy_Bliss=-9.89, Synergy_Loewe=-73.7, Synergy_HSA=-8.16. Cell line: SNB-19. Drug 1: COC1=NC(=NC2=C1N=CN2C3C(C(C(O3)CO)O)O)N. Drug 2: CCC1(C2=C(COC1=O)C(=O)N3CC4=CC5=C(C=CC(=C5CN(C)C)O)N=C4C3=C2)O.Cl. (8) Drug 1: CN(C)N=NC1=C(NC=N1)C(=O)N. Drug 2: CC1CCC2CC(C(=CC=CC=CC(CC(C(=O)C(C(C(=CC(C(=O)CC(OC(=O)C3CCCCN3C(=O)C(=O)C1(O2)O)C(C)CC4CCC(C(C4)OC)O)C)C)O)OC)C)C)C)OC. Cell line: SN12C. Synergy scores: CSS=14.7, Synergy_ZIP=-7.75, Synergy_Bliss=-6.92, Synergy_Loewe=-41.3, Synergy_HSA=-6.43. (9) Drug 1: CC(CN1CC(=O)NC(=O)C1)N2CC(=O)NC(=O)C2. Drug 2: C1C(C(OC1N2C=NC3=C2NC=NCC3O)CO)O. Cell line: HCT116. Synergy scores: CSS=30.5, Synergy_ZIP=-0.117, Synergy_Bliss=-0.835, Synergy_Loewe=-1.93, Synergy_HSA=0.371.